Dataset: Full USPTO retrosynthesis dataset with 1.9M reactions from patents (1976-2016). Task: Predict the reactants needed to synthesize the given product. (1) Given the product [O:1]1[C:5]2[CH:6]=[CH:7][C:8]([CH:10]([OH:11])[C:12]3[S:13][C:14]([C:19]#[N:20])=[CH:15][CH:16]=3)=[CH:9][C:4]=2[CH:3]=[CH:2]1, predict the reactants needed to synthesize it. The reactants are: [O:1]1[C:5]2[CH:6]=[CH:7][C:8]([CH:10]([C:12]3[S:13][C:14](Br)=[CH:15][CH:16]=3)[OH:11])=[CH:9][C:4]=2[CH:3]=[CH:2]1.N.[CH3:19][N:20]1CCCC1=O. (2) Given the product [CH2:19]([N:16]1[CH2:17][CH2:18][CH:13]([NH:12][CH2:6][C:5]2[CH:8]=[CH:9][CH:10]=[CH:11][C:4]=2[N+:1]([O-:3])=[O:2])[CH2:14][CH2:15]1)[C:20]1[CH:21]=[CH:22][CH:23]=[CH:24][CH:25]=1, predict the reactants needed to synthesize it. The reactants are: [N+:1]([C:4]1[CH:11]=[CH:10][CH:9]=[CH:8][C:5]=1[CH:6]=O)([O-:3])=[O:2].[NH2:12][CH:13]1[CH2:18][CH2:17][N:16]([CH2:19][C:20]2[CH:25]=[CH:24][CH:23]=[CH:22][CH:21]=2)[CH2:15][CH2:14]1.[BH4-].[Na+].Cl.[OH-].[Na+]. (3) Given the product [CH2:44]([O:51][C:52](=[O:67])[NH:53][CH2:54][C:55]1[O:56][C:57]([C:60]2[CH:65]=[CH:64][CH:63]=[C:62]([NH:66][C:33]([N:14]3[C@@H:15]4[CH2:19][N:18]([CH2:17][CH2:16]4)[C:12]4[CH:11]=[CH:10][C:9]([C:5]5[CH:6]=[CH:7][CH:8]=[C:3]([C:2]([F:21])([F:1])[F:22])[CH:4]=5)=[N:20][C:13]3=4)=[O:35])[CH:61]=2)=[CH:58][N:59]=1)[C:45]1[CH:50]=[CH:49][CH:48]=[CH:47][CH:46]=1, predict the reactants needed to synthesize it. The reactants are: [F:1][C:2]([F:22])([F:21])[C:3]1[CH:4]=[C:5]([C:9]2[CH:10]=[CH:11][C:12]3[N:18]4[CH2:19][C@H:15]([CH2:16][CH2:17]4)[NH:14][C:13]=3[N:20]=2)[CH:6]=[CH:7][CH:8]=1.CCN(C(C)C)C(C)C.Cl[C:33](Cl)([O:35]C(=O)OC(Cl)(Cl)Cl)Cl.[CH2:44]([O:51][C:52](=[O:67])[NH:53][CH2:54][C:55]1[O:56][C:57]([C:60]2[CH:65]=[CH:64][CH:63]=[C:62]([NH2:66])[CH:61]=2)=[CH:58][N:59]=1)[C:45]1[CH:50]=[CH:49][CH:48]=[CH:47][CH:46]=1. (4) Given the product [F:22][C:15]1[CH:16]=[C:17]([C:18]([O:20][CH3:21])=[O:19])[C:11]2[O:10][C:9]([C:6]3[CH:7]=[CH:8][C:3]([CH2:2][NH:25][O:24][CH3:23])=[CH:4][CH:5]=3)=[N:13][C:12]=2[CH:14]=1, predict the reactants needed to synthesize it. The reactants are: Br[CH2:2][C:3]1[CH:8]=[CH:7][C:6]([C:9]2[O:10][C:11]3[C:17]([C:18]([O:20][CH3:21])=[O:19])=[CH:16][C:15]([F:22])=[CH:14][C:12]=3[N:13]=2)=[CH:5][CH:4]=1.[CH3:23][O:24][NH2:25]. (5) The reactants are: [Li+].[B-](CC)(CC)CC.[NH2:9][C:10]1[CH:15]=[CH:14][CH:13]=[CH:12][C:11]=1[C:16]1[CH2:17][C@@H:18]2[N:24]([CH:25]=1)[C:23](=[O:26])[C:22]1[CH:27]=[C:28]([O:70][CH3:71])[C:29]([O:31][CH2:32][CH2:33][CH2:34][O:35][C:36]3[C:67]([O:68][CH3:69])=[CH:66][C:39]4[C:40](=[O:65])[N:41]5[CH:56]=[C:55]([C:57]6[CH:62]=[CH:61][C:60]([O:63][CH3:64])=[CH:59][CH:58]=6)[CH2:54][C@H:42]5[C:43](=O)[N:44](COCC[Si](C)(C)C)[C:38]=4[CH:37]=3)=[CH:30][C:21]=1[N:20](COCC[Si](C)(C)C)[C:19]2=O.[BH4-].[Li+]. Given the product [NH2:9][C:10]1[CH:15]=[CH:14][CH:13]=[CH:12][C:11]=1[C:16]1[CH2:17][C@@H:18]2[N:24]([CH:25]=1)[C:23](=[O:26])[C:22]1[CH:27]=[C:28]([O:70][CH3:71])[C:29]([O:31][CH2:32][CH2:33][CH2:34][O:35][C:36]3[C:67]([O:68][CH3:69])=[CH:66][C:39]4[C:40](=[O:65])[N:41]5[CH:56]=[C:55]([C:57]6[CH:58]=[CH:59][C:60]([O:63][CH3:64])=[CH:61][CH:62]=6)[CH2:54][C@H:42]5[CH:43]=[N:44][C:38]=4[CH:37]=3)=[CH:30][C:21]=1[N:20]=[CH:19]2, predict the reactants needed to synthesize it. (6) Given the product [NH2:25][C:21]1[CH:20]=[C:19]2[C:24]([C:16]([C:13]3[CH2:14][CH2:15][CH:10]([N:2]([CH2:1][CH3:31])[C:3](=[O:9])[O:4][C:5]([CH3:8])([CH3:7])[CH3:6])[CH2:11][CH:12]=3)=[CH:17][NH:18]2)=[CH:23][CH:22]=1, predict the reactants needed to synthesize it. The reactants are: [CH3:1][N:2]([CH:10]1[CH2:15][CH2:14][C:13]([C:16]2[C:24]3[C:19](=[CH:20][C:21]([N+:25]([O-])=O)=[CH:22][CH:23]=3)[NH:18][CH:17]=2)=[CH:12][CH2:11]1)[C:3](=[O:9])[O:4][C:5]([CH3:8])([CH3:7])[CH3:6].O.NN.[CH3:31]O. (7) Given the product [P:9]([OH:11])([OH:10])([O:19][C@H:20]([C:30]1[CH:31]=[CH:32][C:33]([C:36]2[CH:41]=[N:40][C:39]([CH:42]([NH2:44])[CH3:43])=[CH:38][CH:37]=2)=[CH:34][CH:35]=1)[C@H:21]([NH:24][C:25](=[O:29])[CH:26]([F:28])[F:27])[CH2:22][F:23])=[O:8], predict the reactants needed to synthesize it. The reactants are: C([O:8][P:9]([O:19][C@H:20]([C:30]1[CH:35]=[CH:34][C:33]([C:36]2[CH:37]=[CH:38][C:39]([CH:42]([NH:44]C(=O)OCC3C=CC=CC=3)[CH3:43])=[N:40][CH:41]=2)=[CH:32][CH:31]=1)[C@H:21]([NH:24][C:25](=[O:29])[CH:26]([F:28])[F:27])[CH2:22][F:23])([O:11]CC1C=CC=CC=1)=[O:10])C1C=CC=CC=1. (8) Given the product [CH3:21][C:13]1[CH:14]=[CH:15][C:16]([N+:18]([O-:20])=[O:19])=[CH:17][C:12]=1[N:7]1[CH2:8][CH2:9][C:10]2[N:37]=[C:36]([NH:35][C:32]3[CH:31]=[CH:30][C:29]([N:26]4[CH2:27][CH2:28][N:23]([CH3:22])[CH2:24][CH2:25]4)=[CH:34][CH:33]=3)[N:38]=[CH:4][C:5]=2[CH2:6]1, predict the reactants needed to synthesize it. The reactants are: CN([CH:4]=[C:5]1[C:10](=O)[CH2:9][CH2:8][N:7]([C:12]2[CH:17]=[C:16]([N+:18]([O-:20])=[O:19])[CH:15]=[CH:14][C:13]=2[CH3:21])[CH2:6]1)C.[CH3:22][N:23]1[CH2:28][CH2:27][N:26]([C:29]2[CH:34]=[CH:33][C:32]([NH:35][C:36]([NH2:38])=[NH:37])=[CH:31][CH:30]=2)[CH2:25][CH2:24]1.C([O-])(=O)C.[Na+]. (9) Given the product [Cl:11][C:12]1[CH:17]=[CH:16][CH:15]=[CH:14][C:13]=1[C:18]1[N:23]=[N:22][C:21]([N:24]([C:8](=[O:10])[CH2:7][C:1]2[CH:2]=[CH:3][CH:4]=[CH:5][CH:6]=2)[NH2:25])=[CH:20][C:19]=1[C:35]1[CH:36]=[CH:37][C:38]([Cl:41])=[CH:39][CH:40]=1, predict the reactants needed to synthesize it. The reactants are: [C:1]1([CH2:7][C:8]([OH:10])=O)[CH:6]=[CH:5][CH:4]=[CH:3][CH:2]=1.[Cl:11][C:12]1[CH:17]=[CH:16][CH:15]=[CH:14][C:13]=1[C:18]1[N:23]=[N:22][C:21]([NH:24][NH:25]C(=O)CC2CCCCC2)=[CH:20][C:19]=1[C:35]1[CH:40]=[CH:39][C:38]([Cl:41])=[CH:37][CH:36]=1.